This data is from Reaction yield outcomes from USPTO patents with 853,638 reactions. The task is: Predict the reaction yield, written as a fraction of the theoretical maximum amount of product (1.0 means a 100% yield; for example, 0.34 means a 34% yield). (1) The reactants are [Br:1][C:2]1[C:3]([OH:8])=[N:4][CH:5]=[CH:6][CH:7]=1.[H-].[Na+].[CH3:11]I. The catalyst is CN(C=O)C.C(OCC)(=O)C. The product is [Br:1][C:2]1[C:3](=[O:8])[N:4]([CH3:11])[CH:5]=[CH:6][CH:7]=1. The yield is 0.420. (2) The reactants are [CH2:1]([C:3]1[C:4]([CH3:27])=[C:5]2[C:9](=[C:10]([O:19][CH2:20][CH2:21][Si:22]([CH3:25])([CH3:24])[CH3:23])[C:11]=1[CH2:12][CH:13]=[C:14]([CH2:17]O)[CH2:15][CH3:16])[C:8](=[O:26])[O:7][CH2:6]2)[CH3:2].C1(P(C2C=CC=CC=2)C2C=CC=CC=2)C=CC=CC=1.C(Br)(Br)(Br)[Br:48]. The catalyst is C(Cl)Cl. The product is [Br:48][CH2:17][C:14]([CH2:15][CH3:16])=[CH:13][CH2:12][C:11]1[C:10]([O:19][CH2:20][CH2:21][Si:22]([CH3:23])([CH3:25])[CH3:24])=[C:9]2[C:5]([CH2:6][O:7][C:8]2=[O:26])=[C:4]([CH3:27])[C:3]=1[CH2:1][CH3:2]. The yield is 0.780. (3) The reactants are [Cl:1][C:2]1[CH:11]=[CH:10][CH:9]=[C:8]2[C:3]=1[CH:4]=[CH:5][CH:6]=[N:7]2. The catalyst is C(O)(=O)C.C(OCC)C.[Pt]=O. The product is [Cl:1][C:2]1[CH:11]=[CH:10][CH:9]=[C:8]2[C:3]=1[CH2:4][CH2:5][CH2:6][NH:7]2. The yield is 0.690. (4) The reactants are [NH2:1][C:2]1[C:11](Cl)=[N:10][CH:9]=[CH:8][C:3]=1[C:4]([O:6][CH3:7])=[O:5].[C:13]([B-](F)(F)F)([CH3:15])=[CH2:14].[K+].C(=O)([O-])[O-].[Cs+].[Cs+]. The catalyst is C1COCC1.O.C([O-])(=O)C.[Pd+2].C([O-])(=O)C.C1(P(C2C=CC=CC=2)C2C=CC=CC=2)C=CC=CC=1. The product is [NH2:1][C:2]1[C:11]([C:13]([CH3:15])=[CH2:14])=[N:10][CH:9]=[CH:8][C:3]=1[C:4]([O:6][CH3:7])=[O:5]. The yield is 0.770. (5) The reactants are Br[CH2:2][CH:3]([Br:8])[CH2:4][CH2:5][CH2:6][CH3:7].[S:9]([O-:12])([O-:11])=[O:10].[Na+:13].[Na+].O. The catalyst is C(O)C. The product is [Br:8][CH:3]([CH2:4][CH2:5][CH2:6][CH3:7])[CH2:2][S:9]([O-:12])(=[O:11])=[O:10].[Na+:13]. The yield is 0.500.